Predict the reaction yield, written as a fraction of the theoretical maximum amount of product (1.0 means a 100% yield; for example, 0.34 means a 34% yield). From a dataset of Reaction yield outcomes from USPTO patents with 853,638 reactions. (1) The reactants are [CH2:1]([N:3]1[CH2:7][CH2:6][CH2:5][CH:4]1[CH2:8][O:9][C:10]1[CH:11]=[C:12]2[C:17](=[CH:18][CH:19]=1)[CH:16]=[C:15]([C:20]1[C:28]3[C:23](=[CH:24][CH:25]=[C:26]([C:29]#[N:30])[CH:27]=3)[N:22](C3CCCCO3)[N:21]=1)[CH:14]=[CH:13]2)[CH3:2].[OH-].[K+].F[P-](F)(F)(F)(F)F.N1(OC(N(C)C)=[N+](C)C)[C:50]2[CH:51]=CC=[CH:54][C:49]=2N=N1.O.[OH:64]N1C2C=CC=CC=2N=N1.C(N(CC)CC)C.N1CCCC1. The catalyst is C(O)C.O. The product is [CH2:1]([N:3]1[CH2:7][CH2:6][CH2:5][CH:4]1[CH2:8][O:9][C:10]1[CH:11]=[C:12]2[C:17](=[CH:18][CH:19]=1)[CH:16]=[C:15]([C:20]1[C:28]3[C:23](=[CH:24][CH:25]=[C:26]([C:29]([N:30]4[CH2:51][CH2:50][CH2:49][CH2:54]4)=[O:64])[CH:27]=3)[NH:22][N:21]=1)[CH:14]=[CH:13]2)[CH3:2]. The yield is 0.470. (2) The reactants are [CH3:1][C:2]1[C:6]([CH2:7][N:8]2[CH:12]=[C:11]([N:13]3[C:17](=[O:18])[CH2:16][N:15]([CH2:19][C:20]4[CH:25]=[CH:24][CH:23]=[CH:22][C:21]=4[N+:26]([O-])=O)[C:14]3=[O:29])[CH:10]=[N:9]2)=[C:5]([CH3:30])[O:4][N:3]=1. The catalyst is C(O)C.[Pd]. The product is [NH2:26][C:21]1[CH:22]=[CH:23][CH:24]=[CH:25][C:20]=1[CH2:19][N:15]1[CH2:16][C:17](=[O:18])[N:13]([C:11]2[CH:10]=[N:9][N:8]([CH2:7][C:6]3[C:2]([CH3:1])=[N:3][O:4][C:5]=3[CH3:30])[CH:12]=2)[C:14]1=[O:29]. The yield is 0.260. (3) The reactants are F[C:2]1[C:9]([C:10]([F:13])([F:12])[F:11])=[CH:8][C:7]([N+:14]([O-])=O)=[CH:6][C:3]=1[CH:4]=O.[NH2:17][CH2:18][CH2:19][OH:20].C([BH3-])#N.[Na+].C([O-])=O.[NH4+]. The catalyst is O1CCOCC1.[Pd].CO. The product is [F:11][C:10]([F:13])([F:12])[C:9]1[C:2]2[O:20][CH2:19][CH2:18][NH:17][CH2:4][C:3]=2[CH:6]=[C:7]([NH2:14])[CH:8]=1. The yield is 0.470. (4) The product is [Br:1][C:2]1[CH:3]=[C:4]([NH:5][CH2:12][CH:11]([OH:13])[C:10]([F:15])([F:14])[F:9])[CH:6]=[CH:7][CH:8]=1. The yield is 0.840. No catalyst specified. The reactants are [Br:1][C:2]1[CH:3]=[C:4]([CH:6]=[CH:7][CH:8]=1)[NH2:5].[F:9][C:10]([F:15])([F:14])[CH:11]1[O:13][CH2:12]1.